Dataset: Full USPTO retrosynthesis dataset with 1.9M reactions from patents (1976-2016). Task: Predict the reactants needed to synthesize the given product. Given the product [F:16][C:17]([F:27])([F:28])[C:18]1[CH:26]=[CH:25][CH:24]=[CH:23][C:19]=1[C:20]([NH:22][C:2]1[CH:3]=[C:4]([C:11]([O:13][CH2:14][CH3:15])=[O:12])[C:5]2[O:9][CH2:8][CH2:7][C:6]=2[CH:10]=1)=[O:21], predict the reactants needed to synthesize it. The reactants are: Br[C:2]1[CH:3]=[C:4]([C:11]([O:13][CH2:14][CH3:15])=[O:12])[C:5]2[O:9][CH2:8][CH2:7][C:6]=2[CH:10]=1.[F:16][C:17]([F:28])([F:27])[C:18]1[CH:26]=[CH:25][CH:24]=[CH:23][C:19]=1[C:20]([NH2:22])=[O:21].C1(P(C2C=CC=CC=2)C2C3OC4C(=CC=CC=4P(C4C=CC=CC=4)C4C=CC=CC=4)C(C)(C)C=3C=CC=2)C=CC=CC=1.C(=O)([O-])[O-].[Cs+].[Cs+].